From a dataset of NCI-60 drug combinations with 297,098 pairs across 59 cell lines. Regression. Given two drug SMILES strings and cell line genomic features, predict the synergy score measuring deviation from expected non-interaction effect. (1) Drug 1: CN(C)C1=NC(=NC(=N1)N(C)C)N(C)C. Drug 2: C(CN)CNCCSP(=O)(O)O. Cell line: MDA-MB-435. Synergy scores: CSS=1.37, Synergy_ZIP=1.09, Synergy_Bliss=2.77, Synergy_Loewe=-2.14, Synergy_HSA=-1.26. (2) Drug 1: CC1=C(C=C(C=C1)NC(=O)C2=CC=C(C=C2)CN3CCN(CC3)C)NC4=NC=CC(=N4)C5=CN=CC=C5. Drug 2: CC1C(C(CC(O1)OC2CC(CC3=C2C(=C4C(=C3O)C(=O)C5=CC=CC=C5C4=O)O)(C(=O)C)O)N)O. Cell line: NCI/ADR-RES. Synergy scores: CSS=16.2, Synergy_ZIP=-3.52, Synergy_Bliss=2.14, Synergy_Loewe=-24.7, Synergy_HSA=1.05. (3) Drug 1: C1CCC(C1)C(CC#N)N2C=C(C=N2)C3=C4C=CNC4=NC=N3. Drug 2: CCN(CC)CCCC(C)NC1=C2C=C(C=CC2=NC3=C1C=CC(=C3)Cl)OC. Cell line: MALME-3M. Synergy scores: CSS=16.3, Synergy_ZIP=3.40, Synergy_Bliss=9.64, Synergy_Loewe=7.36, Synergy_HSA=7.94.